From a dataset of Full USPTO retrosynthesis dataset with 1.9M reactions from patents (1976-2016). Predict the reactants needed to synthesize the given product. Given the product [Br:1][C:7]1[C:6]2[C:11](=[CH:12][CH:13]=[C:4]([F:3])[CH:5]=2)[C:10](=[O:14])[N:9]([CH3:15])[CH:8]=1, predict the reactants needed to synthesize it. The reactants are: [Br:1]Br.[F:3][C:4]1[CH:5]=[C:6]2[C:11](=[CH:12][CH:13]=1)[C:10](=[O:14])[N:9]([CH3:15])[CH:8]=[CH:7]2.